Dataset: Full USPTO retrosynthesis dataset with 1.9M reactions from patents (1976-2016). Task: Predict the reactants needed to synthesize the given product. (1) Given the product [CH:1]1([C:6]2[NH:13][N:12]=[C:8]([NH2:9])[CH:7]=2)[CH2:5][CH2:4][CH2:3][CH2:2]1, predict the reactants needed to synthesize it. The reactants are: [CH:1]1([C:6](=O)[CH2:7][C:8]#[N:9])[CH2:5][CH2:4][CH2:3][CH2:2]1.O.[NH2:12][NH2:13]. (2) Given the product [CH3:24][CH:25]([CH:28]([CH3:31])[CH2:29][CH3:30])[CH2:26][NH:1][C:2]1[CH:3]=[C:4]([C:8]2[N:13]3[N:14]=[CH:15][C:16]([C:17]([C:19]4[S:20][CH:21]=[CH:22][CH:23]=4)=[O:18])=[C:12]3[N:11]=[CH:10][CH:9]=2)[CH:5]=[CH:6][CH:7]=1, predict the reactants needed to synthesize it. The reactants are: [NH2:1][C:2]1[CH:3]=[C:4]([C:8]2[N:13]3[N:14]=[CH:15][C:16]([C:17]([C:19]4[S:20][CH:21]=[CH:22][CH:23]=4)=[O:18])=[C:12]3[N:11]=[CH:10][CH:9]=2)[CH:5]=[CH:6][CH:7]=1.[CH3:24][CH:25]([CH:28]([CH3:31])[CH2:29][CH3:30])[CH:26]=O.